From a dataset of Full USPTO retrosynthesis dataset with 1.9M reactions from patents (1976-2016). Predict the reactants needed to synthesize the given product. (1) Given the product [C:24]([O:28][C:29](=[O:34])[NH:30][CH2:31][CH2:32][NH:33][C:3]([C:5]1[N:6]=[CH:7][C:8]2[C:9](=[O:23])[N:10]([CH2:16][C:17]3[CH:18]=[CH:19][CH:20]=[CH:21][CH:22]=3)[CH:11]=[CH:12][C:13]=2[C:14]=1[OH:15])=[O:4])([CH3:27])([CH3:25])[CH3:26], predict the reactants needed to synthesize it. The reactants are: CO[C:3]([C:5]1[N:6]=[CH:7][C:8]2[C:9](=[O:23])[N:10]([CH2:16][C:17]3[CH:22]=[CH:21][CH:20]=[CH:19][CH:18]=3)[CH:11]=[CH:12][C:13]=2[C:14]=1[OH:15])=[O:4].[C:24]([O:28][C:29](=[O:34])[NH:30][CH2:31][CH2:32][NH2:33])([CH3:27])([CH3:26])[CH3:25].CC(O)=O. (2) Given the product [CH3:30][S:27]([O:1][CH2:2][CH2:3][C@H:4]1[CH2:8][C@H:7]([CH2:9][C:10]2[CH:15]=[CH:14][C:13]([N+:16]([O-:18])=[O:17])=[CH:12][CH:11]=2)[N:6]([C:19]([O:21][C:22]([CH3:23])([CH3:25])[CH3:24])=[O:20])[C:5]1=[O:26])(=[O:29])=[O:28], predict the reactants needed to synthesize it. The reactants are: [OH:1][CH2:2][CH2:3][C@H:4]1[CH2:8][C@H:7]([CH2:9][C:10]2[CH:15]=[CH:14][C:13]([N+:16]([O-:18])=[O:17])=[CH:12][CH:11]=2)[N:6]([C:19]([O:21][C:22]([CH3:25])([CH3:24])[CH3:23])=[O:20])[C:5]1=[O:26].[S:27](Cl)([CH3:30])(=[O:29])=[O:28].CCN(C(C)C)C(C)C. (3) The reactants are: [CH2:1](NC1C=CC=CC=1)[C:2]1[CH:7]=[CH:6][CH:5]=[CH:4][CH:3]=1.CC(O)=O.[BH3-]C#N.[Na+].[Cl:23][C:24]1[CH:25]=[C:26]([CH:28]=[CH:29][C:30]=1[F:31])[NH2:27]. Given the product [CH2:1]([NH:27][C:26]1[CH:28]=[CH:29][C:30]([F:31])=[C:24]([Cl:23])[CH:25]=1)[C:2]1[CH:7]=[CH:6][CH:5]=[CH:4][CH:3]=1, predict the reactants needed to synthesize it. (4) Given the product [N:59]([CH2:2][C:3]1[CH:26]=[CH:25][C:6]2[C:7]([CH2:10][CH2:11][CH:12]3[CH2:13][CH2:14][N:15]([C:18]([O:20][C:21]([CH3:23])([CH3:24])[CH3:22])=[O:19])[CH2:16][CH2:17]3)=[N:8][O:9][C:5]=2[C:4]=1[CH2:27][O:28][CH:29]1[CH2:34][CH2:33][CH2:32][CH2:31][O:30]1)=[N+:60]=[N-:61], predict the reactants needed to synthesize it. The reactants are: O[CH2:2][C:3]1[CH:26]=[CH:25][C:6]2[C:7]([CH2:10][CH2:11][CH:12]3[CH2:17][CH2:16][N:15]([C:18]([O:20][C:21]([CH3:24])([CH3:23])[CH3:22])=[O:19])[CH2:14][CH2:13]3)=[N:8][O:9][C:5]=2[C:4]=1[CH2:27][O:28][CH:29]1[CH2:34][CH2:33][CH2:32][CH2:31][O:30]1.C1(P(C2C=CC=CC=2)C2C=CC=CC=2)C=CC=CC=1.C(Br)(Br)(Br)Br.[N-:59]=[N+:60]=[N-:61].[Na+]. (5) The reactants are: [CH3:1][C:2]1[S:6][C:5]2[NH:7][C:8]3[CH:9]=[CH:10][CH:11]=[CH:12][C:13]=3[N:14]=[C:15]([N:16]3[CH2:21][CH2:20][N:19]([CH3:22])[CH2:18][CH2:17]3)[C:4]=2[CH:3]=1.[C:23]([O:34][CH2:35][C@@H:36]([O:44][C:45](=[O:55])[CH2:46][CH2:47][CH2:48][CH2:49][CH2:50][CH2:51][CH2:52][CH2:53][CH3:54])[CH2:37][O:38][C:39]([O:41][CH2:42][I:43])=[O:40])(=[O:33])[CH2:24][CH2:25][CH2:26][CH2:27][CH2:28][CH2:29][CH2:30][CH2:31][CH3:32]. Given the product [I-:43].[C:45]([O:44][C@@H:36]([CH2:35][O:34][C:23](=[O:33])[CH2:24][CH2:25][CH2:26][CH2:27][CH2:28][CH2:29][CH2:30][CH2:31][CH3:32])[CH2:37][O:38][C:39]([O:41][CH2:42][N+:19]1([CH3:22])[CH2:20][CH2:21][N:16]([C:15]2[C:4]3[CH:3]=[C:2]([CH3:1])[S:6][C:5]=3[NH:7][C:8]3[CH:9]=[CH:10][CH:11]=[CH:12][C:13]=3[N:14]=2)[CH2:17][CH2:18]1)=[O:40])(=[O:55])[CH2:46][CH2:47][CH2:48][CH2:49][CH2:50][CH2:51][CH2:52][CH2:53][CH3:54], predict the reactants needed to synthesize it.